Dataset: Catalyst prediction with 721,799 reactions and 888 catalyst types from USPTO. Task: Predict which catalyst facilitates the given reaction. (1) Reactant: [CH:1](=O)[CH:2]=[CH:3][C:4]1[CH:9]=[CH:8][CH:7]=[CH:6][CH:5]=1.C(O)(=O)C.[CH3:15][C:16]([CH3:39])([CH3:38])[C:17]([O:19][C:20]1[C:25](=[O:26])[N:24]([CH3:27])[C:23]([C:28]2[S:29][CH:30]=[CH:31][C:32]=2[NH2:33])=[N:22][C:21]=1[C:34]([O:36][CH3:37])=[O:35])=[O:18].C(O[BH-](OC(=O)C)OC(=O)C)(=O)C.[Na+].C(=O)([O-])O.[Na+]. Product: [CH3:15][C:16]([CH3:39])([CH3:38])[C:17]([O:19][C:20]1[C:25](=[O:26])[N:24]([CH3:27])[C:23]([C:28]2[S:29][CH:30]=[CH:31][C:32]=2[NH:33][CH2:1]/[CH:2]=[CH:3]/[C:4]2[CH:9]=[CH:8][CH:7]=[CH:6][CH:5]=2)=[N:22][C:21]=1[C:34]([O:36][CH3:37])=[O:35])=[O:18]. The catalyst class is: 26. (2) Reactant: [N:1]1[CH:6]=[CH:5][CH:4]=[C:3]([C:7]2[N:12]=[C:11]([CH3:13])[C:10]([C:14]([OH:16])=O)=[CH:9][N:8]=2)[CH:2]=1.C(N(C(C)C)CC)(C)C.Cl.[CH3:27][NH:28][S:29]([C:32]1[CH:33]=[C:34]([CH:37]=[CH:38][CH:39]=1)[CH2:35][NH2:36])(=[O:31])=[O:30]. Product: [CH3:27][NH:28][S:29]([C:32]1[CH:33]=[C:34]([CH:37]=[CH:38][CH:39]=1)[CH2:35][NH:36][C:14]([C:10]1[C:11]([CH3:13])=[N:12][C:7]([C:3]2[CH:2]=[N:1][CH:6]=[CH:5][CH:4]=2)=[N:8][CH:9]=1)=[O:16])(=[O:30])=[O:31]. The catalyst class is: 3. (3) Reactant: [F:1][C:2]1[CH:10]=[C:9]([F:11])[CH:8]=[CH:7][C:3]=1[C:4]([OH:6])=[O:5].[I:12]N1C(=O)CCC1=O.S([O-])([O-])=O.[Na+].[Na+]. Product: [F:1][C:2]1[CH:10]=[C:9]([F:11])[C:8]([I:12])=[CH:7][C:3]=1[C:4]([OH:6])=[O:5]. The catalyst class is: 65. (4) Reactant: [N:1]1[CH:6]=[CH:5][CH:4]=[C:3]([CH2:7][NH:8][C:9]([C:11]2[N:20]3[C:14]([CH2:15][NH:16][C:17]4[CH:24]=[CH:23][CH:22]=[CH:21][C:18]=4[CH2:19]3)=[CH:13][CH:12]=2)=[O:10])[CH:2]=1.C(N(CC)C(C)C)(C)C.[C:34](Cl)(=[O:41])[C:35]1[CH:40]=[CH:39][CH:38]=[CH:37][CH:36]=1. Product: [C:34]([N:16]1[C:17]2[CH:24]=[CH:23][CH:22]=[CH:21][C:18]=2[CH2:19][N:20]2[C:11]([C:9]([NH:8][CH2:7][C:3]3[CH:2]=[N:1][CH:6]=[CH:5][CH:4]=3)=[O:10])=[CH:12][CH:13]=[C:14]2[CH2:15]1)(=[O:41])[C:35]1[CH:40]=[CH:39][CH:38]=[CH:37][CH:36]=1. The catalyst class is: 7. (5) Reactant: [OH:1][C:2]([C:12]1[CH:17]=[CH:16][C:15]([N+:18]([O-])=O)=[CH:14][CH:13]=1)([CH3:11])[CH2:3][NH:4][S:5]([CH:8]([CH3:10])[CH3:9])(=[O:7])=[O:6].[H][H]. Product: [NH2:18][C:15]1[CH:14]=[CH:13][C:12]([C:2]([OH:1])([CH3:11])[CH2:3][NH:4][S:5]([CH:8]([CH3:9])[CH3:10])(=[O:7])=[O:6])=[CH:17][CH:16]=1. The catalyst class is: 63. (6) Reactant: I[C:2]1[C:7]([N+:8]([O-:10])=[O:9])=[CH:6][N:5]=[C:4]2[O:11][CH2:12][CH2:13][C:3]=12.[Si:14]([O:21][C@@H:22]1[C@@H:27]([CH3:28])[CH2:26][NH:25][CH2:24][C@H:23]1[NH:29][C:30](=[O:36])[O:31][C:32]([CH3:35])([CH3:34])[CH3:33])([C:17]([CH3:20])([CH3:19])[CH3:18])([CH3:16])[CH3:15].CCN(C(C)C)C(C)C. Product: [Si:14]([O:21][C@@H:22]1[C@@H:27]([CH3:28])[CH2:26][N:25]([C:2]2[C:7]([N+:8]([O-:10])=[O:9])=[CH:6][N:5]=[C:4]3[O:11][CH2:12][CH2:13][C:3]=23)[CH2:24][C@H:23]1[NH:29][C:30](=[O:36])[O:31][C:32]([CH3:35])([CH3:34])[CH3:33])([C:17]([CH3:20])([CH3:18])[CH3:19])([CH3:16])[CH3:15]. The catalyst class is: 14. (7) Reactant: [N+:1]([C:4]1[CH:12]=[CH:11][CH:10]=[C:9]2[C:5]=1[CH2:6][N:7]([CH:14]1[CH2:19][CH2:18][C:17](=[O:20])[NH:16][C:15]1=[O:21])[C:8]2=[O:13])([O-])=O.CS(O)(=O)=O.[H][H]. Product: [CH:11]1[CH:10]=[C:9]2[C:8](=[O:13])[N:7]([CH:14]3[C:15](=[O:21])[NH:16][C:17](=[O:20])[CH2:18][CH2:19]3)[CH2:6][C:5]2=[C:4]([NH2:1])[CH:12]=1. The catalyst class is: 386. (8) Reactant: [NH2:1][C:2]1[CH:3]=[N:4][C:5]([O:8][C:9]2[C:10]([F:26])=[C:11]([C@H:16]([NH:19][S@@](C(C)(C)C)=O)[CH2:17][CH3:18])[CH:12]=[CH:13][C:14]=2[Cl:15])=[N:6][CH:7]=1.Cl. Product: [ClH:15].[NH2:19][C@@H:16]([C:11]1[C:10]([F:26])=[C:9]([C:14]([Cl:15])=[CH:13][CH:12]=1)[O:8][C:5]1[N:6]=[CH:7][C:2]([NH2:1])=[CH:3][N:4]=1)[CH2:17][CH3:18]. The catalyst class is: 25.